From a dataset of Forward reaction prediction with 1.9M reactions from USPTO patents (1976-2016). Predict the product of the given reaction. (1) Given the reactants [NH2:1][C:2]1[CH:3]=[C:4]([CH:8]=[CH:9][C:10]=1[O:11][CH3:12])[C:5]([OH:7])=[O:6].S(=O)(=O)(O)O.[CH3:18]O, predict the reaction product. The product is: [NH2:1][C:2]1[CH:3]=[C:4]([CH:8]=[CH:9][C:10]=1[O:11][CH3:12])[C:5]([O:7][CH3:18])=[O:6]. (2) Given the reactants [CH2:1]([O:8][C:9]1[C:10]([C:20]([NH:22][CH2:23][C:24]2[CH:29]=[CH:28][C:27]([F:30])=[C:26]([Cl:31])[CH:25]=2)=[O:21])=[CH:11][N:12]2[CH2:17][CH2:16][N:15]([CH3:18])[C:14](=[O:19])[C:13]=12)[C:2]1[CH:7]=[CH:6][CH:5]=[CH:4][CH:3]=1.C(=O)(O)[O-].[Na+].[Br:37]Br, predict the reaction product. The product is: [CH2:1]([O:8][C:9]1[C:10]([C:20]([NH:22][CH2:23][C:24]2[CH:29]=[CH:28][C:27]([F:30])=[C:26]([Cl:31])[CH:25]=2)=[O:21])=[C:11]([Br:37])[N:12]2[CH2:17][CH2:16][N:15]([CH3:18])[C:14](=[O:19])[C:13]=12)[C:2]1[CH:3]=[CH:4][CH:5]=[CH:6][CH:7]=1.